Task: Predict the product of the given reaction.. Dataset: Forward reaction prediction with 1.9M reactions from USPTO patents (1976-2016) (1) The product is: [Cl:1][C:2]1[N:11]=[C:10]([NH2:13])[C:9]2[C:4](=[CH:5][CH:6]=[CH:7][CH:8]=2)[N:3]=1. Given the reactants [Cl:1][C:2]1[N:11]=[C:10](Cl)[C:9]2[C:4](=[CH:5][CH:6]=[CH:7][CH:8]=2)[N:3]=1.[NH3:13], predict the reaction product. (2) Given the reactants [F:1][C:2]([F:22])([CH:7]([O:11][C:12](=[O:21])[C:13]([F:20])([F:19])[CH:14]([OH:18])[CH:15]([CH3:17])[CH3:16])[CH:8]([CH3:10])[CH3:9])[C:3]([O:5][CH3:6])=[O:4].FC(F)([CH:41]([OH:45])[CH:42]([CH3:44])[CH3:43])C(OCC(F)(F)C(F)(F)C(F)(F)C(F)F)=O, predict the reaction product. The product is: [F:1][C:2]([F:22])([CH:7]([O:11][C:12](=[O:21])[C:13]([F:19])([F:20])[CH:14]([O:18][C:41](=[O:45])[C:42]([CH3:44])=[CH2:43])[CH:15]([CH3:16])[CH3:17])[CH:8]([CH3:10])[CH3:9])[C:3]([O:5][CH3:6])=[O:4]. (3) Given the reactants [N+:1]([CH:3](S(C1C=CC(C)=CC=1)(=O)=O)[CH2:4][CH3:5])#[C-:2].[Br:16][C:17]1[CH:24]=[CH:23][C:20]([CH:21]=[O:22])=[CH:19][CH:18]=1.C([O-])([O-])=O.[K+].[K+], predict the reaction product. The product is: [Br:16][C:17]1[CH:24]=[CH:23][C:20]([C:21]2[O:22][CH:2]=[N:1][C:3]=2[CH2:4][CH3:5])=[CH:19][CH:18]=1. (4) The product is: [F:29][C:2]([F:1])([F:28])[C:3]1[CH:27]=[CH:26][C:6]([CH2:7][N:8]2[C:24](=[O:25])[N:11]3[N:12]=[CH:13][C:14]([C:17]4[CH:22]=[CH:21][C:20]([Cl:23])=[CH:19][CH:18]=4)=[C:15]([O:42][C:36]4[CH:41]=[CH:40][CH:39]=[CH:38][CH:37]=4)[C:10]3=[N:9]2)=[CH:5][CH:4]=1. Given the reactants [F:1][C:2]([F:29])([F:28])[C:3]1[CH:27]=[CH:26][C:6]([CH2:7][N:8]2[C:24](=[O:25])[N:11]3[N:12]=[CH:13][C:14]([C:17]4[CH:22]=[CH:21][C:20]([Cl:23])=[CH:19][CH:18]=4)=[C:15](Cl)[C:10]3=[N:9]2)=[CH:5][CH:4]=1.C(=O)([O-])[O-].[K+].[K+].[C:36]1([OH:42])[CH:41]=[CH:40][CH:39]=[CH:38][CH:37]=1, predict the reaction product. (5) Given the reactants [CH3:1][O:2][C:3]([C:5]1[C:6]([OH:28])=[C:7]2[C:12](=[CH:13][N:14]=1)[N:11]([C:15]1[CH:20]=[CH:19][CH:18]=[CH:17][CH:16]=1)[C:10](=[O:21])[C:9]([C:22]1[CH:27]=[CH:26][CH:25]=[CH:24][CH:23]=1)=[CH:8]2)=[O:4].[Br:29]N1C(=O)CCC1=O, predict the reaction product. The product is: [CH3:1][O:2][C:3]([C:5]1[C:6]([OH:28])=[C:7]2[C:12](=[C:13]([Br:29])[N:14]=1)[N:11]([C:15]1[CH:20]=[CH:19][CH:18]=[CH:17][CH:16]=1)[C:10](=[O:21])[C:9]([C:22]1[CH:27]=[CH:26][CH:25]=[CH:24][CH:23]=1)=[CH:8]2)=[O:4].